From a dataset of Forward reaction prediction with 1.9M reactions from USPTO patents (1976-2016). Predict the product of the given reaction. The product is: [F:25][C:26]1[CH:27]=[C:28]([CH:31]=[C:32]([F:34])[CH:33]=1)[CH2:29][NH:1][C:4]1[C:5]2[CH:6]=[CH:7][C:8]([NH:15][CH:16]3[CH2:24][C:23]4[C:18](=[CH:19][CH:20]=[CH:21][CH:22]=4)[CH2:17]3)=[N:9][C:10]=2[CH:11]=[CH:12][CH:13]=1. Given the reactants [N+:1]([C:4]1[CH:13]=[CH:12][CH:11]=[C:10]2[C:5]=1[CH:6]=[CH:7][C:8](Cl)=[N:9]2)([O-])=O.[NH2:15][CH:16]1[CH2:24][C:23]2[C:18](=[CH:19][CH:20]=[CH:21][CH:22]=2)[CH2:17]1.[F:25][C:26]1[CH:27]=[C:28]([CH:31]=[C:32]([F:34])[CH:33]=1)[CH:29]=O, predict the reaction product.